Predict which catalyst facilitates the given reaction. From a dataset of Catalyst prediction with 721,799 reactions and 888 catalyst types from USPTO. (1) Reactant: Cl.[CH3:2][O:3][C:4](=[O:9])[C@H:5]([CH2:7][OH:8])[NH2:6].[F:10][C:11]1[CH:12]=[C:13]([S:18](Cl)(=[O:20])=[O:19])[CH:14]=[CH:15][C:16]=1[F:17]. Product: [F:10][C:11]1[CH:12]=[C:13]([S:18]([NH:6][C@@H:5]([CH2:7][OH:8])[C:4]([O:3][CH3:2])=[O:9])(=[O:19])=[O:20])[CH:14]=[CH:15][C:16]=1[F:17]. The catalyst class is: 2. (2) Reactant: [F:1][C:2]1[CH:7]=[CH:6][C:5]([N:8]2[CH:13]=[C:12]([N+:14]([O-:16])=[O:15])[CH:11]=[C:10]([C:17]([OH:19])=O)[C:9]2=[O:20])=[CH:4][CH:3]=1.Cl.Cl.[F:23][C:24]1[CH:25]=[C:26]([NH:51]C(NC(=O)CC2C=CC(F)=CC=2)=S)[CH:27]=[CH:28][C:29]=1[O:30][C:31]1[C:36]2=[C:37]([CH3:50])C(OCCN3CCN(C)CC3)=CN2N=CN=1.CN([P+](ON1N=[N:83][C:78]2[CH:79]=CC=CC1=2)(N(C)C)N(C)C)C.F[P-](F)(F)(F)(F)F.[CH2:92]([N:94](CC)CC)C. Product: [NH:94]1[C:92]2=[N:83][CH:78]=[CH:79][C:31]([O:30][C:29]3[CH:28]=[CH:27][C:26]([NH:51][C:17]([C:10]4[C:9](=[O:20])[N:8]([C:5]5[CH:4]=[CH:3][C:2]([F:1])=[CH:7][CH:6]=5)[CH:13]=[C:12]([N+:14]([O-:16])=[O:15])[CH:11]=4)=[O:19])=[CH:25][C:24]=3[F:23])=[C:36]2[CH:37]=[CH:50]1. The catalyst class is: 18. (3) Reactant: [N+:1]([C:4]1[CH:9]=[CH:8][C:7]([CH2:10][C:11]([O:13][CH3:14])=[O:12])=[CH:6][CH:5]=1)([O-:3])=[O:2].C(Cl)(Cl)(Cl)Cl.[Br:20]N1C(=O)CCC1=O.CC(N=NC(C#N)(C)C)(C#N)C. Product: [Br:20][CH:10]([C:7]1[CH:6]=[CH:5][C:4]([N+:1]([O-:3])=[O:2])=[CH:9][CH:8]=1)[C:11]([O:13][CH3:14])=[O:12]. The catalyst class is: 194. (4) Reactant: [N+:1]([C:4]1[CH:5]=[CH:6][C:7]2[S:11][NH:10][C:9](=O)[C:8]=2[CH:13]=1)([O-:3])=[O:2].P(Cl)(Cl)([Cl:16])=O.C(N(CCCC)CCCC)CCC. Product: [Cl:16][C:9]1[C:8]2[CH:13]=[C:4]([N+:1]([O-:3])=[O:2])[CH:5]=[CH:6][C:7]=2[S:11][N:10]=1. The catalyst class is: 2. (5) Reactant: [Cl:1][C:2]1[CH:3]=[C:4]2[C:10]([C:11]3[N:16]=[C:15]([NH:17][CH:18]4[CH2:21][N:20]([C:22]([O:24][C@H:25]5[CH2:29][CH2:28][O:27][CH2:26]5)=[O:23])[CH2:19]4)[C:14]([F:30])=[CH:13][N:12]=3)=[CH:9][N:8](S(C3C=CC(C)=CC=3)(=O)=O)[C:5]2=[N:6][CH:7]=1.C[O-].[Na+].CO. Product: [Cl:1][C:2]1[CH:3]=[C:4]2[C:10]([C:11]3[N:16]=[C:15]([NH:17][CH:18]4[CH2:19][N:20]([C:22]([O:24][C@H:25]5[CH2:29][CH2:28][O:27][CH2:26]5)=[O:23])[CH2:21]4)[C:14]([F:30])=[CH:13][N:12]=3)=[CH:9][NH:8][C:5]2=[N:6][CH:7]=1. The catalyst class is: 5. (6) Reactant: Cl[C:2]1[C:7]2=[CH:8][N:9]([C:11]3[C:16]([Cl:17])=[CH:15][C:14]([S:18]([CH3:21])(=[O:20])=[O:19])=[CH:13][C:12]=3[Cl:22])[N:10]=[C:6]2[CH:5]=[CH:4][N:3]=1.[NH2:23][C:24]1[CH:29]=[C:28]([CH3:30])[N:27]=[C:26]([CH3:31])[N:25]=1.CC1(C)C2C(=C(P(C3C=CC=CC=3)C3C=CC=CC=3)C=CC=2)OC2C(P(C3C=CC=CC=3)C3C=CC=CC=3)=CC=CC1=2.C(=O)([O-])[O-].[Cs+].[Cs+]. Product: [Cl:17][C:16]1[CH:15]=[C:14]([S:18]([CH3:21])(=[O:20])=[O:19])[CH:13]=[C:12]([Cl:22])[C:11]=1[N:9]1[CH:8]=[C:7]2[C:2]([NH:23][C:24]3[CH:29]=[C:28]([CH3:30])[N:27]=[C:26]([CH3:31])[N:25]=3)=[N:3][CH:4]=[CH:5][C:6]2=[N:10]1. The catalyst class is: 62. (7) Reactant: CC1CCCN(C)C1(C)C.[Li]CCCC.[F:16][C:17]1[CH:18]=[C:19]2[C:24](=[CH:25][CH:26]=1)[N:23]=[C:22]([O:27][CH3:28])[C:21]([O:29][CH3:30])=[N:20]2.ClC1C(Cl)=NC2C(=CC=C(F)C=2)N=1.[NH4+].[Cl-].C1C[O:49][CH2:48]C1. Product: [F:16][C:17]1[CH:26]=[CH:25][C:24]2[N:23]=[C:22]([O:27][CH3:28])[C:21]([O:29][CH3:30])=[N:20][C:19]=2[C:18]=1[CH:48]=[O:49]. The catalyst class is: 3. (8) Reactant: [H-].[Na+].[C:3]([Si:7]([CH3:43])([CH3:42])[O:8][CH:9]([C:38]([CH3:41])([CH3:40])[CH3:39])[CH2:10][CH2:11][C:12]1[CH:17]=[CH:16][C:15]([C:18]([C:23]2[CH:28]=[CH:27][C:26]([C:29]3[O:33][C:32]([CH:34]=O)=[CH:31][CH:30]=3)=[C:25]([CH3:36])[CH:24]=2)([CH2:21][CH3:22])[CH2:19][CH3:20])=[CH:14][C:13]=1[CH3:37])([CH3:6])([CH3:5])[CH3:4].[Cl-].[NH4+].[C:46]([O:49][CH2:50][CH3:51])(=[O:48])[CH3:47]. Product: [CH2:50]([O:49][C:46](=[O:48])/[CH:47]=[CH:34]/[C:32]1[O:33][C:29]([C:26]2[CH:27]=[CH:28][C:23]([C:18]([C:15]3[CH:16]=[CH:17][C:12]([CH2:11][CH2:10][CH:9]([O:8][Si:7]([C:3]([CH3:6])([CH3:5])[CH3:4])([CH3:43])[CH3:42])[C:38]([CH3:39])([CH3:41])[CH3:40])=[C:13]([CH3:37])[CH:14]=3)([CH2:21][CH3:22])[CH2:19][CH3:20])=[CH:24][C:25]=2[CH3:36])=[CH:30][CH:31]=1)[CH3:51]. The catalyst class is: 7. (9) Reactant: [F:1][C:2]1[CH:22]=[CH:21][CH:20]=[CH:19][C:3]=1[CH2:4][N:5]1[C:9]2=[N:10][CH:11]=[CH:12][CH:13]=[C:8]2[C:7]([C:14](OCC)=[O:15])=[N:6]1.[NH3:23]. Product: [F:1][C:2]1[CH:22]=[CH:21][CH:20]=[CH:19][C:3]=1[CH2:4][N:5]1[C:9]2=[N:10][CH:11]=[CH:12][CH:13]=[C:8]2[C:7]([C:14]([NH2:23])=[O:15])=[N:6]1. The catalyst class is: 5. (10) Reactant: [F:1][C:2]1[C:10]([NH:11][S:12]([CH2:15][CH2:16][CH3:17])(=[O:14])=[O:13])=[CH:9][CH:8]=[CH:7][C:3]=1[C:4]([OH:6])=[O:5].[CH3:18]N(C)C=O.C(Cl)(=O)C(Cl)=O.CO. Product: [CH3:18][O:5][C:4](=[O:6])[C:3]1[CH:7]=[CH:8][CH:9]=[C:10]([NH:11][S:12]([CH2:15][CH2:16][CH3:17])(=[O:14])=[O:13])[C:2]=1[F:1]. The catalyst class is: 4.